From a dataset of Peptide-MHC class I binding affinity with 185,985 pairs from IEDB/IMGT. Regression. Given a peptide amino acid sequence and an MHC pseudo amino acid sequence, predict their binding affinity value. This is MHC class I binding data. (1) The binding affinity (normalized) is 0. The peptide sequence is SAEPVPLQL. The MHC is HLA-A03:01 with pseudo-sequence HLA-A03:01. (2) The peptide sequence is RMMGKTNPL. The MHC is HLA-C06:02 with pseudo-sequence HLA-C06:02. The binding affinity (normalized) is 0.0847.